Dataset: Reaction yield outcomes from USPTO patents with 853,638 reactions. Task: Predict the reaction yield, written as a fraction of the theoretical maximum amount of product (1.0 means a 100% yield; for example, 0.34 means a 34% yield). (1) The reactants are [S:1](=[O:5])(=[O:4])([OH:3])[OH:2].[N:6]#[C:7][NH2:8].[CH3:9][OH:10].OS(O)(=O)=O. The catalyst is CO. The product is [S:1]([OH:5])([OH:4])(=[O:3])=[O:2].[CH3:9][O:10][C:7](=[NH:8])[NH2:6]. The yield is 1.00. (2) The reactants are [Br:1][C:2]1[S:6][C:5]([C:7]([S:10](CCC(OC)=O)(=[O:12])=[O:11])([CH3:9])[CH3:8])=[N:4][CH:3]=1.C[O-].[Na+].CC([O-])=O.[Na+].[NH2:27]OS(O)(=O)=O. The catalyst is C1COCC1.O. The product is [Br:1][C:2]1[S:6][C:5]([C:7]([S:10]([NH2:27])(=[O:12])=[O:11])([CH3:9])[CH3:8])=[N:4][CH:3]=1. The yield is 0.790. (3) The reactants are Br[C:2]1[CH:20]=[CH:19][C:5]2[N:6]([C:13]3[CH:14]=[N:15][CH:16]=[CH:17][CH:18]=3)[CH2:7][CH2:8][O:9][CH:10]([CH3:12])[CH2:11][C:4]=2[CH:3]=1.[CH3:21][N:22](C=O)C. The catalyst is O.[Zn].[Zn](OC(C)=O)OC(C)=O.[C-]#N.[C-]#N.[Zn+2].C1C=CC(/C=C/C(/C=C/C2C=CC=CC=2)=O)=CC=1.C1C=CC(/C=C/C(/C=C/C2C=CC=CC=2)=O)=CC=1.C1C=CC(/C=C/C(/C=C/C2C=CC=CC=2)=O)=CC=1.[Pd].[Pd]. The product is [C:21]([C:2]1[CH:20]=[CH:19][C:5]2[N:6]([C:13]3[CH:14]=[N:15][CH:16]=[CH:17][CH:18]=3)[CH2:7][CH2:8][O:9][CH:10]([CH3:12])[CH2:11][C:4]=2[CH:3]=1)#[N:22]. The yield is 0.240. (4) The reactants are [Br:1][C:2]1[CH:3]=[C:4]2[C:8](=[CH:9][CH:10]=1)[CH2:7][CH:6]=[C:5]2[CH2:11][CH3:12].C[Si]([N-][Si](C)(C)C)(C)C.[Na+].Br[CH2:24][CH2:25][O:26][CH2:27][CH2:28]Br. The catalyst is C1COCC1. The product is [Br:1][C:2]1[CH:3]=[C:4]2[C:8](=[CH:9][CH:10]=1)[C:7]1([CH2:28][CH2:27][O:26][CH2:25][CH2:24]1)[CH:6]=[C:5]2[CH2:11][CH3:12]. The yield is 0.300. (5) The reactants are [CH2:1]([O:3][CH:4]([O:19][CH2:20][CH3:21])[C@@H:5]([NH:7][CH2:8][C:9]1[C:18]2[C:13](=[CH:14][CH:15]=[CH:16][CH:17]=2)[CH:12]=[CH:11][CH:10]=1)[CH3:6])[CH3:2].[NH:22]([C:50]([O:52][CH2:53][CH:54]1[C:66]2[C:61](=[CH:62][CH:63]=[CH:64][CH:65]=2)[C:60]2[C:55]1=[CH:56][CH:57]=[CH:58][CH:59]=2)=[O:51])[C@H:23]([C:47](O)=[O:48])[CH2:24][C:25](=[O:46])[NH:26][C:27]([C:40]1[CH:45]=[CH:44][CH:43]=[CH:42][CH:41]=1)([C:34]1[CH:39]=[CH:38][CH:37]=[CH:36][CH:35]=1)[C:28]1[CH:33]=[CH:32][CH:31]=[CH:30][CH:29]=1.CN(C(ON1N=NC2C=CC=NC1=2)=[N+](C)C)C.F[P-](F)(F)(F)(F)F.CCN(C(C)C)C(C)C. The catalyst is CN(C=O)C.CC(=O)OCC.O. The product is [CH2:20]([O:19][CH:4]([O:3][CH2:1][CH3:2])[C@@H:5]([N:7]([CH2:8][C:9]1[C:18]2[C:13](=[CH:14][CH:15]=[CH:16][CH:17]=2)[CH:12]=[CH:11][CH:10]=1)[C:47](=[O:48])[C@@H:23]([NH:22][C:50](=[O:51])[O:52][CH2:53][CH:54]1[C:66]2[CH:65]=[CH:64][CH:63]=[CH:62][C:61]=2[C:60]2[C:55]1=[CH:56][CH:57]=[CH:58][CH:59]=2)[CH2:24][C:25](=[O:46])[NH:26][C:27]([C:34]1[CH:39]=[CH:38][CH:37]=[CH:36][CH:35]=1)([C:40]1[CH:45]=[CH:44][CH:43]=[CH:42][CH:41]=1)[C:28]1[CH:33]=[CH:32][CH:31]=[CH:30][CH:29]=1)[CH3:6])[CH3:21]. The yield is 0.550. (6) The reactants are Br[C:2]1[CH:3]=[N:4][N:5]([C:9]2[CH:24]=[CH:23][C:12]([C:13]([NH:15][CH2:16][CH:17]3[CH2:22][CH2:21][O:20][CH2:19][CH2:18]3)=[O:14])=[CH:11][N:10]=2)[C:6]=1[O:7][CH3:8].[CH3:25][O:26][C:27]1[C:32]([O:33][CH3:34])=[C:31](B(O)O)[CH:30]=[CH:29][N:28]=1.C(=O)(O)[O-].[Na+]. The catalyst is O1CCOCC1.O.CCOC(C)=O.C1C=CC(P(C2C=CC=CC=2)[C-]2C=CC=C2)=CC=1.C1C=CC(P(C2C=CC=CC=2)[C-]2C=CC=C2)=CC=1.Cl[Pd]Cl.[Fe+2].C(Cl)Cl. The product is [CH3:25][O:26][C:27]1[C:32]([O:33][CH3:34])=[C:31]([C:2]2[CH:3]=[N:4][N:5]([C:9]3[CH:24]=[CH:23][C:12]([C:13]([NH:15][CH2:16][CH:17]4[CH2:22][CH2:21][O:20][CH2:19][CH2:18]4)=[O:14])=[CH:11][N:10]=3)[C:6]=2[O:7][CH3:8])[CH:30]=[CH:29][N:28]=1. The yield is 0.427.